Dataset: Full USPTO retrosynthesis dataset with 1.9M reactions from patents (1976-2016). Task: Predict the reactants needed to synthesize the given product. (1) Given the product [N:12]1([C:10]([C:7]2[N:8]=[CH:9][C:4]([NH2:1])=[CH:5][CH:6]=2)=[O:11])[CH2:17][CH2:16][CH2:15][CH2:14][CH2:13]1, predict the reactants needed to synthesize it. The reactants are: [N+:1]([C:4]1[CH:5]=[CH:6][C:7]([C:10]([N:12]2[CH2:17][CH2:16][CH2:15][CH2:14][CH2:13]2)=[O:11])=[N:8][CH:9]=1)([O-])=O.[H][H]. (2) Given the product [C:9]([O:13][C:14](=[O:15])[NH:16][CH2:17][C:18]1[CH:19]=[CH:20][C:21]([C:2]2[N:7]=[CH:6][C:5]([Cl:8])=[CH:4][N:3]=2)=[CH:22][CH:23]=1)([CH3:12])([CH3:10])[CH3:11], predict the reactants needed to synthesize it. The reactants are: Cl[C:2]1[N:7]=[CH:6][C:5]([Cl:8])=[CH:4][N:3]=1.[C:9]([O:13][C:14]([NH:16][CH2:17][C:18]1[CH:23]=[CH:22][C:21](B(O)O)=[CH:20][CH:19]=1)=[O:15])([CH3:12])([CH3:11])[CH3:10].C([O-])([O-])=O.[Na+].[Na+]. (3) Given the product [CH2:3]([N:2]([CH3:1])[C:11](=[O:12])[O:13][CH:14]([Cl:16])[CH3:15])[C:4]1[CH:9]=[CH:8][CH:7]=[CH:6][CH:5]=1, predict the reactants needed to synthesize it. The reactants are: [CH3:1][NH:2][CH2:3][C:4]1[CH:9]=[CH:8][CH:7]=[CH:6][CH:5]=1.Cl[C:11]([O:13][CH:14]([Cl:16])[CH3:15])=[O:12]. (4) Given the product [CH2:1]([C:3]1[N:4]2[CH2:9][CH2:10][NH:11][CH:19]([CH2:18][O:17][C:16]3[CH:21]=[CH:22][C:13]([F:12])=[C:14]([C:23]([F:26])([F:24])[F:25])[CH:15]=3)[C:5]2=[C:6]([I:8])[N:7]=1)[CH3:2], predict the reactants needed to synthesize it. The reactants are: [CH2:1]([C:3]1[N:4]([CH2:9][CH2:10][NH2:11])[CH:5]=[C:6]([I:8])[N:7]=1)[CH3:2].[F:12][C:13]1[CH:22]=[CH:21][C:16]([O:17][CH2:18][CH:19]=O)=[CH:15][C:14]=1[C:23]([F:26])([F:25])[F:24]. (5) Given the product [Br:1][C:2]1[C:10]2[C:5](=[CH:6][N:7]=[CH:8][CH:9]=2)[S:4][C:3]=1[CH3:11], predict the reactants needed to synthesize it. The reactants are: [Br:1][C:2]1[C:10]2[C:5](=[CH:6][N:7]=[CH:8][CH:9]=2)[S:4][CH:3]=1.[CH:11]([N-]C(C)C)(C)C.[Li+].C1CCCCC1.CI.[NH4+].[Cl-]. (6) Given the product [C:1]12([CH2:11][N:12]3[CH2:13][CH2:14][CH:15]([CH3:16])[O:17][C:26]3=[O:28])[CH2:10][CH:5]3[CH2:6][CH:7]([CH2:9][CH:3]([CH2:4]3)[CH2:2]1)[CH2:8]2, predict the reactants needed to synthesize it. The reactants are: [C:1]12([CH2:11][NH:12][CH2:13][CH2:14][CH:15]([OH:17])[CH3:16])[CH2:10][CH:5]3[CH2:6][CH:7]([CH2:9][CH:3]([CH2:4]3)[CH2:2]1)[CH2:8]2.CCN(CC)CC.Cl[C:26](Cl)([O:28]C(=O)OC(Cl)(Cl)Cl)Cl.